Dataset: Catalyst prediction with 721,799 reactions and 888 catalyst types from USPTO. Task: Predict which catalyst facilitates the given reaction. (1) Reactant: [CH:1]([C:3]1[N:4]=[C:5]([CH:8]2[CH2:13][CH2:12][N:11]([C:14](=[O:26])[CH2:15][N:16]3[C:20]([CH3:21])=[CH:19][C:18]([C:22]([F:25])([F:24])[F:23])=[N:17]3)[CH2:10][CH2:9]2)[S:6][CH:7]=1)=O.[CH3:27][NH:28][CH:29]([C:32]1[CH:37]=[CH:36][CH:35]=[CH:34][CH:33]=1)[CH2:30][NH2:31].C(=O)([O-])[O-].[K+].[K+].II. Product: [CH3:27][N:28]1[CH:29]([C:32]2[CH:37]=[CH:36][CH:35]=[CH:34][CH:33]=2)[CH2:30][N:31]=[C:1]1[C:3]1[N:4]=[C:5]([CH:8]2[CH2:13][CH2:12][N:11]([C:14](=[O:26])[CH2:15][N:16]3[C:20]([CH3:21])=[CH:19][C:18]([C:22]([F:25])([F:24])[F:23])=[N:17]3)[CH2:10][CH2:9]2)[S:6][CH:7]=1. The catalyst class is: 107. (2) Reactant: [N:1]1[C:2]([CH2:13][OH:14])=[CH:3][N:4]2[C:8]3[CH:9]=[CH:10][CH:11]=[CH:12][C:7]=3[S:6][C:5]=12. Product: [CH:13]([C:2]1[N:1]=[C:5]2[N:4]([CH:3]=1)[C:8]1[CH:9]=[CH:10][CH:11]=[CH:12][C:7]=1[S:6]2)=[O:14]. The catalyst class is: 177.